From a dataset of Reaction yield outcomes from USPTO patents with 853,638 reactions. Predict the reaction yield, written as a fraction of the theoretical maximum amount of product (1.0 means a 100% yield; for example, 0.34 means a 34% yield). The reactants are Cl[CH2:2][CH2:3][CH2:4][CH2:5][N:6]1[C:10]2[C:11](=[N:19][OH:20])[CH2:12][CH2:13][N:14]([CH3:18])[S:15](=[O:17])(=[O:16])[C:9]=2[CH:8]=[CH:7]1.Cl.[F:22][C:23]1[CH:36]=[CH:35][C:26]([C:27]([CH:29]2[CH2:34][CH2:33][NH:32][CH2:31][CH2:30]2)=[O:28])=[CH:25][CH:24]=1.C(=O)([O-])O.[Na+].[I-].[Na+]. The catalyst is C(#N)C. The product is [F:22][C:23]1[CH:24]=[CH:25][C:26]([C:27]([CH:29]2[CH2:34][CH2:33][N:32]([CH2:2][CH2:3][CH2:4][CH2:5][N:6]3[C:10]4[C:11](=[N:19][OH:20])[CH2:12][CH2:13][N:14]([CH3:18])[S:15](=[O:17])(=[O:16])[C:9]=4[CH:8]=[CH:7]3)[CH2:31][CH2:30]2)=[O:28])=[CH:35][CH:36]=1. The yield is 0.640.